From a dataset of Forward reaction prediction with 1.9M reactions from USPTO patents (1976-2016). Predict the product of the given reaction. (1) The product is: [CH3:12][O:13][CH2:14][CH2:15][O:16][S:7]([C:4]1[CH:5]=[CH:6][C:1]([CH3:11])=[CH:2][CH:3]=1)(=[O:9])=[O:8]. Given the reactants [C:1]1([CH3:11])[CH:6]=[CH:5][C:4]([S:7](Cl)(=[O:9])=[O:8])=[CH:3][CH:2]=1.[CH3:12][O:13][CH2:14][CH2:15][OH:16], predict the reaction product. (2) Given the reactants [C:1]([NH2:11])(=O)[CH:2]=[CH:3][C:4]1[CH:9]=[CH:8][CH:7]=[CH:6][CH:5]=1.COC1C=CC(P2(SP(C3C=CC(OC)=CC=3)(=S)S2)=[S:21])=CC=1.Br[CH:35]([CH3:43])[C:36](=O)[CH2:37][C:38]([O:40][CH3:41])=[O:39], predict the reaction product. The product is: [CH3:43][C:35]1[S:21][C:1]([CH:2]=[CH:3][C:4]2[CH:9]=[CH:8][CH:7]=[CH:6][CH:5]=2)=[N:11][C:36]=1[CH2:37][C:38]([O:40][CH3:41])=[O:39]. (3) Given the reactants [CH3:1][C:2]1[CH:3]=[C:4]([CH:15]=[C:16]([CH3:18])[CH:17]=1)[CH2:5][O:6]C(=O)C1C=CC=CC=1.C1C(=O)N([Br:26])C(=O)C1, predict the reaction product. The product is: [Br:26][CH2:1][C:2]1[CH:3]=[C:4]([CH:15]=[C:16]([CH3:18])[CH:17]=1)[CH:5]=[O:6]. (4) Given the reactants [CH3:1][C:2]1[O:6][N:5]=[C:4]([C:7]2[CH:12]=[CH:11][CH:10]=[CH:9][N:8]=2)[C:3]=1[CH2:13][CH2:14][C:15]1[S:16][C:17]([C:20]([OH:22])=O)=[CH:18][N:19]=1.[CH2:23]([CH2:25][NH2:26])[OH:24], predict the reaction product. The product is: [OH:24][CH2:23][CH2:25][NH:26][C:20]([C:17]1[S:16][C:15]([CH2:14][CH2:13][C:3]2[C:4]([C:7]3[CH:12]=[CH:11][CH:10]=[CH:9][N:8]=3)=[N:5][O:6][C:2]=2[CH3:1])=[N:19][CH:18]=1)=[O:22]. (5) Given the reactants [CH2:1]([CH:8]1[C:17]2[C:12](=[CH:13][CH:14]=[C:15]([CH2:18][NH:19][S:20]([CH2:23][CH:24]3[CH2:26][CH2:25]3)(=[O:22])=[O:21])[CH:16]=2)[CH2:11][CH2:10][CH:9]1[NH:27]C(=O)OC(C)(C)C)[C:2]1[CH:7]=[CH:6][CH:5]=[CH:4][CH:3]=1.FC(F)(F)C(O)=O, predict the reaction product. The product is: [NH2:27][CH:9]1[CH:8]([CH2:1][C:2]2[CH:3]=[CH:4][CH:5]=[CH:6][CH:7]=2)[C:17]2[CH:16]=[C:15]([CH2:18][NH:19][S:20]([CH:23]3[CH2:25][CH2:26][CH2:24]3)(=[O:22])=[O:21])[CH:14]=[CH:13][C:12]=2[CH2:11][CH2:10]1. (6) Given the reactants [NH:1]1[C:5]2[CH:6]=[CH:7][C:8]([C:10]([OH:12])=O)=[CH:9][C:4]=2[N:3]=[CH:2]1.[CH3:13][O:14][C:15]1[CH:35]=[CH:34][C:18]([CH2:19][C:20]2[C:25]3[C@@H:26]4[C@H:31]([CH2:32][CH2:33][C:24]=3[CH:23]=[CH:22][CH:21]=2)[NH:30][CH2:29][CH2:28][CH2:27]4)=[CH:17][CH:16]=1, predict the reaction product. The product is: [NH:1]1[C:5]2[CH:6]=[CH:7][C:8]([C:10]([N:30]3[C@@H:31]4[C@@H:26]([C:25]5[C:20]([CH2:19][C:18]6[CH:34]=[CH:35][C:15]([O:14][CH3:13])=[CH:16][CH:17]=6)=[CH:21][CH:22]=[CH:23][C:24]=5[CH2:33][CH2:32]4)[CH2:27][CH2:28][CH2:29]3)=[O:12])=[CH:9][C:4]=2[N:3]=[CH:2]1. (7) Given the reactants CC(C)([O-])C.[K+].[CH2:7]([N:14]1[CH2:19][CH2:18][N:17]([C:20]2[N:25]=[C:24]([N:26]([CH3:28])[CH3:27])[CH:23]=[C:22](Cl)[N:21]=2)[CH2:16][CH2:15]1)[C:8]1[CH:13]=[CH:12][CH:11]=[CH:10][CH:9]=1.[Cl:30][C:31]1[CH:32]=[C:33]([CH:35]=[CH:36][C:37]=1[Cl:38])[NH2:34].C1(P(C2C=CC=CC=2)C2C=CC3C(=CC=CC=3)C=2C2C3C(=CC=CC=3)C=CC=2P(C2C=CC=CC=2)C2C=CC=CC=2)C=CC=CC=1, predict the reaction product. The product is: [CH2:7]([N:14]1[CH2:19][CH2:18][N:17]([C:20]2[N:21]=[C:22]([NH:34][C:33]3[CH:35]=[CH:36][C:37]([Cl:38])=[C:31]([Cl:30])[CH:32]=3)[CH:23]=[C:24]([N:26]([CH3:28])[CH3:27])[N:25]=2)[CH2:16][CH2:15]1)[C:8]1[CH:13]=[CH:12][CH:11]=[CH:10][CH:9]=1.